This data is from Forward reaction prediction with 1.9M reactions from USPTO patents (1976-2016). The task is: Predict the product of the given reaction. (1) Given the reactants [Br:1][C:2]1[CH:3]=[C:4](Br)[C:5]2[S:9][C:8]([NH:10][C:11]([NH:13][CH2:14][CH3:15])=[O:12])=[N:7][C:6]=2[CH:16]=1.[Br-].[N:19]1[CH:24]=[CH:23][CH:22]=[CH:21][C:20]=1[Zn+].Cl, predict the reaction product. The product is: [Br:1][C:2]1[CH:3]=[C:4]([C:20]2[CH:21]=[CH:22][CH:23]=[CH:24][N:19]=2)[C:5]2[S:9][C:8]([NH:10][C:11]([NH:13][CH2:14][CH3:15])=[O:12])=[N:7][C:6]=2[CH:16]=1. (2) The product is: [CH3:1][O:2][C:3](=[O:24])[CH2:4][O:5][C:6]1[CH:7]=[N:8][C:9]([C:12]#[CH:13])=[CH:10][CH:11]=1. Given the reactants [CH3:1][O:2][C:3](=[O:24])[CH2:4][O:5][C:6]1[CH:7]=[N:8][C:9]([C:12]#[C:13][Si](C(C)C)(C(C)C)C(C)C)=[CH:10][CH:11]=1.C(O)(=O)C.CCCC[N+](CCCC)(CCCC)CCCC.[F-], predict the reaction product. (3) Given the reactants [Cl:1][C:2]1[CH:7]=[CH:6][C:5](/[CH:8]=[CH:9]/[C:10]([OH:12])=O)=[C:4]([CH2:13][N:14]2[N:18]=[N:17][C:16]([CH3:19])=[N:15]2)[CH:3]=1.[NH:20]1[CH2:23][CH:22]([C:24]2[O:25][C:26]([CH3:29])=[N:27][N:28]=2)[CH2:21]1, predict the reaction product. The product is: [Cl:1][C:2]1[CH:7]=[CH:6][C:5](/[CH:8]=[CH:9]/[C:10]([N:20]2[CH2:23][CH:22]([C:24]3[O:25][C:26]([CH3:29])=[N:27][N:28]=3)[CH2:21]2)=[O:12])=[C:4]([CH2:13][N:14]2[N:18]=[N:17][C:16]([CH3:19])=[N:15]2)[CH:3]=1. (4) Given the reactants [Cl:1][C:2]1[CH:8]=[CH:7][C:5]([NH2:6])=[C:4]([N:9]2[CH2:14][CH2:13][N:12]([CH2:15][CH2:16][C:17]([F:20])([F:19])[F:18])[CH2:11][CH2:10]2)[CH:3]=1.[N:21]1([C:26]2[CH:34]=[CH:33][C:29]([C:30](O)=[O:31])=[CH:28][CH:27]=2)[CH:25]=[CH:24][CH:23]=[N:22]1, predict the reaction product. The product is: [Cl:1][C:2]1[CH:8]=[CH:7][C:5]([NH:6][C:30](=[O:31])[C:29]2[CH:28]=[CH:27][C:26]([N:21]3[CH:25]=[CH:24][CH:23]=[N:22]3)=[CH:34][CH:33]=2)=[C:4]([N:9]2[CH2:14][CH2:13][N:12]([CH2:15][CH2:16][C:17]([F:19])([F:18])[F:20])[CH2:11][CH2:10]2)[CH:3]=1. (5) Given the reactants [C:1]([C@H:5]1[CH2:10][CH2:9][C@H:8]([NH:11][C:12]2[N:13]=[CH:14][C:15]3[C:20]([CH:21]=2)=[CH:19][C:18]([C:22]([O:24]C)=[O:23])=[CH:17][CH:16]=3)[CH2:7][CH2:6]1)([CH3:4])([CH3:3])[CH3:2].[OH-].[Na+], predict the reaction product. The product is: [C:1]([C@H:5]1[CH2:10][CH2:9][C@H:8]([NH:11][C:12]2[N:13]=[CH:14][C:15]3[C:20]([CH:21]=2)=[CH:19][C:18]([C:22]([OH:24])=[O:23])=[CH:17][CH:16]=3)[CH2:7][CH2:6]1)([CH3:4])([CH3:2])[CH3:3]. (6) Given the reactants [CH3:1][N:2]1[CH2:8][CH2:7][CH2:6][N:5]([C:9]2[N:14]=[C:13]([C:15]3[CH:16]=[C:17]([CH:20]=[CH:21][C:22]=3[F:23])[CH:18]=O)[CH:12]=[N:11][CH:10]=2)[CH2:4][CH2:3]1.N1CCCCC1.S=[C:31]1[NH:35][C:34](=[O:36])[CH2:33][S:32]1.CC[OH:39], predict the reaction product. The product is: [CH3:1][N:2]1[CH2:8][CH2:7][CH2:6][N:5]([C:9]2[N:14]=[C:13]([C:15]3[CH:16]=[C:17]([CH:20]=[CH:21][C:22]=3[F:23])[CH:18]=[C:33]3[S:32][C:31](=[O:39])[NH:35][C:34]3=[O:36])[CH:12]=[N:11][CH:10]=2)[CH2:4][CH2:3]1.